Dataset: Full USPTO retrosynthesis dataset with 1.9M reactions from patents (1976-2016). Task: Predict the reactants needed to synthesize the given product. (1) Given the product [CH3:3][CH:2]([CH2:4][CH2:5][CH2:6][C@H:7]([C@@H:9]1[C@:26]2([CH3:27])[C@H:12]([C@H:13]3[C@H:23]([CH2:24][CH2:25]2)[C@:21]2([CH3:22])[CH:16]([CH2:17][C@@H:18]([OH:28])[CH2:19][CH2:20]2)[CH2:15][CH2:14]3)[CH2:11][C@@H:10]1[OH:29])[CH3:8])[CH3:1], predict the reactants needed to synthesize it. The reactants are: [CH3:1][CH:2]([CH2:4][CH2:5][CH2:6][C@H:7]([C@@H:9]1[C@:26]2([CH3:27])[C@H:12]([C@H:13]3[C@H:23]([CH2:24][CH2:25]2)[C@:21]2([CH3:22])[C:16]([CH2:17][C@@H:18]([OH:28])[CH2:19][CH2:20]2)=[CH:15][CH2:14]3)[CH2:11][C@@H:10]1[OH:29])[CH3:8])[CH3:3]. (2) The reactants are: C=O.[Cl:3][C:4]1[C:5]([CH2:23][CH2:24][C:25]2[CH:30]=[CH:29][CH:28]=[CH:27][C:26]=2[CH:31]([CH3:35])[C:32]([NH2:34])=[O:33])=[N:6][C:7]([NH:10][C:11]2[CH:12]=[N:13][C:14]([CH:17]3[CH2:22][CH2:21][NH:20][CH2:19][CH2:18]3)=[CH:15][CH:16]=2)=[N:8][CH:9]=1.[C:36](O[BH-](OC(=O)C)OC(=O)C)(=O)C.[Na+]. Given the product [Cl:3][C:4]1[C:5]([CH2:23][CH2:24][C:25]2[CH:30]=[CH:29][CH:28]=[CH:27][C:26]=2[CH:31]([CH3:35])[C:32]([NH2:34])=[O:33])=[N:6][C:7]([NH:10][C:11]2[CH:12]=[N:13][C:14]([CH:17]3[CH2:22][CH2:21][N:20]([CH3:36])[CH2:19][CH2:18]3)=[CH:15][CH:16]=2)=[N:8][CH:9]=1, predict the reactants needed to synthesize it. (3) Given the product [CH2:42]([O:41][CH2:40][CH2:39][C:30]1([O:1][C:2]2[CH:7]=[CH:6][C:5]([C:8]3[CH:13]=[CH:12][CH:11]=[C:10]([CH2:14][NH:15][C:16]([C:18]4[NH:27][C:26](=[O:28])[C:25]5[C:20](=[CH:21][CH:22]=[CH:23][CH:24]=5)[N:19]=4)=[O:17])[CH:9]=3)=[CH:4][CH:3]=2)[C:31](=[O:38])[NH:32][C:33](=[O:37])[NH:34][C:35]1=[O:36])[CH3:43], predict the reactants needed to synthesize it. The reactants are: [OH:1][C:2]1[CH:7]=[CH:6][C:5]([C:8]2[CH:13]=[CH:12][CH:11]=[C:10]([CH2:14][NH:15][C:16]([C:18]3[NH:27][C:26](=[O:28])[C:25]4[C:20](=[CH:21][CH:22]=[CH:23][CH:24]=4)[N:19]=3)=[O:17])[CH:9]=2)=[CH:4][CH:3]=1.Br[C:30]1([CH2:39][CH2:40][O:41][CH2:42][CH3:43])[C:35](=[O:36])[NH:34][C:33](=[O:37])[NH:32][C:31]1=[O:38].C(=O)([O-])[O-].[K+].[K+]. (4) Given the product [Br:1][CH2:2][CH:3]1[CH:4]([C:5]2[CH:10]=[CH:9][CH:8]=[CH:7][CH:6]=2)[CH:13]1[C:14]([O:16][CH2:17][CH3:18])=[O:15], predict the reactants needed to synthesize it. The reactants are: [Br:1][CH2:2]/[CH:3]=[CH:4]/[C:5]1[CH:10]=[CH:9][CH:8]=[CH:7][CH:6]=1.[N+](=[CH:13][C:14]([O:16][CH2:17][CH3:18])=[O:15])=[N-].